From a dataset of Full USPTO retrosynthesis dataset with 1.9M reactions from patents (1976-2016). Predict the reactants needed to synthesize the given product. Given the product [CH3:1][O:2][C:3]([C:5]1[CH:9]=[C:8]([N+:10]([O-:12])=[O:11])[S:7][CH:6]=1)=[O:4], predict the reactants needed to synthesize it. The reactants are: [CH3:1][O:2][C:3]([C:5]1[CH:9]=[CH:8][S:7][CH:6]=1)=[O:4].[N+:10]([O-])([OH:12])=[O:11].C(OC(=O)C)(=O)C.